This data is from Catalyst prediction with 721,799 reactions and 888 catalyst types from USPTO. The task is: Predict which catalyst facilitates the given reaction. (1) Reactant: [CH:1]1([C:4]2[CH:5]=[C:6]([CH:10]=[CH:11][C:12]=2[F:13])[C:7]([NH2:9])=O)[CH2:3][CH2:2]1.[H-].[Al+3].[Li+].[H-].[H-].[H-].O. Product: [CH:1]1([C:4]2[CH:5]=[C:6]([CH2:7][NH2:9])[CH:10]=[CH:11][C:12]=2[F:13])[CH2:3][CH2:2]1. The catalyst class is: 1. (2) The catalyst class is: 214. Product: [NH2:20][C:21]1[CH:22]=[CH:23][CH:24]=[CH:25][C:15]=1[C:16]([NH:1][CH:2]1[CH2:7][CH2:6][N:5]([CH2:8][C:9]2[CH:14]=[CH:13][CH:12]=[CH:11][CH:10]=2)[CH2:4][CH2:3]1)=[O:17]. Reactant: [NH2:1][CH:2]1[CH2:7][CH2:6][N:5]([CH2:8][C:9]2[CH:14]=[CH:13][CH:12]=[CH:11][CH:10]=2)[CH2:4][CH2:3]1.[C:15]12[C:21](=[CH:22][CH:23]=[CH:24][CH:25]=1)[NH:20]C(=O)O[C:16]2=[O:17]. (3) Reactant: [Cl:1][C:2]1[CH:3]=[C:4]([CH2:9][N:10]2[C:14]([CH3:15])=[C:13]([C:16]([NH:18][C:19]3[CH:24]=[CH:23][C:22]([O:25][CH2:26][CH2:27][O:28]C4CCCCO4)=[CH:21][CH:20]=3)=[O:17])[N:12]=[N:11]2)[CH:5]=[CH:6][C:7]=1[Cl:8].Cl. Product: [Cl:1][C:2]1[CH:3]=[C:4]([CH2:9][N:10]2[C:14]([CH3:15])=[C:13]([C:16]([NH:18][C:19]3[CH:20]=[CH:21][C:22]([O:25][CH2:26][CH2:27][OH:28])=[CH:23][CH:24]=3)=[O:17])[N:12]=[N:11]2)[CH:5]=[CH:6][C:7]=1[Cl:8]. The catalyst class is: 125. (4) Reactant: CC(C[AlH]CC(C)C)C.[Br:10][C:11]1[CH:12]=[C:13]2[C:17](=[CH:18][C:19]=1[F:20])[N:16]([CH2:21][C:22](OCC)=[O:23])[CH:15]=[CH:14]2.[C@H](O)(C([O-])=O)[C@@H](O)C([O-])=O.[Na+].[K+].CCOCC. Product: [Br:10][C:11]1[CH:12]=[C:13]2[C:17](=[CH:18][C:19]=1[F:20])[N:16]([CH2:21][CH2:22][OH:23])[CH:15]=[CH:14]2. The catalyst class is: 1. (5) The catalyst class is: 9. Reactant: [Cl:1][C:2]1[C:3]([NH:23][C:24]2[CH:32]=[CH:31][CH:30]=[CH:29][C:25]=2[C:26]([OH:28])=O)=[CH:4][C:5]([NH:8][C:9]2[CH:14]=[CH:13][C:12]([N:15]3[CH2:20][CH2:19][O:18][CH2:17][CH2:16]3)=[CH:11][C:10]=2[O:21][CH3:22])=[N:6][CH:7]=1.Cl.CN(C)CCCN=C=NCC.OC1C2N=NNC=2C=CC=1.Cl.[O:56]([NH2:58])[CH3:57].CCN(C(C)C)C(C)C. Product: [Cl:1][C:2]1[C:3]([NH:23][C:24]2[CH:32]=[CH:31][CH:30]=[CH:29][C:25]=2[C:26]([NH:58][O:56][CH3:57])=[O:28])=[CH:4][C:5]([NH:8][C:9]2[CH:14]=[CH:13][C:12]([N:15]3[CH2:16][CH2:17][O:18][CH2:19][CH2:20]3)=[CH:11][C:10]=2[O:21][CH3:22])=[N:6][CH:7]=1. (6) Reactant: Cl.C(N=C=NCCCN(C)C)C.O.ON1C2C=CC=CC=2N=N1.[C:24]([C:32]1[CH:58]=[CH:57][C:35]2[N:36]=[C:37]([C:39]3[C:40]([CH3:56])=[C:41]([C:45]([N:47]4[CH2:52][CH2:51][CH:50]([C:53]([OH:55])=O)[CH2:49][CH2:48]4)=[O:46])[NH:42][C:43]=3[CH3:44])[NH:38][C:34]=2[CH:33]=1)(=[O:31])[C:25]1[CH:30]=[CH:29][CH:28]=[CH:27][CH:26]=1.[CH3:59][N:60]([CH3:64])[CH2:61][CH2:62][NH2:63]. Product: [CH3:59][N:60]([CH2:61][CH2:62][NH:63][C:53]([CH:50]1[CH2:51][CH2:52][N:47]([C:45]([C:41]2[NH:42][C:43]([CH3:44])=[C:39]([C:37]3[NH:38][C:34]4[CH:33]=[C:32]([C:24](=[O:31])[C:25]5[CH:26]=[CH:27][CH:28]=[CH:29][CH:30]=5)[CH:58]=[CH:57][C:35]=4[N:36]=3)[C:40]=2[CH3:56])=[O:46])[CH2:48][CH2:49]1)=[O:55])[CH3:64]. The catalyst class is: 17. (7) Reactant: C1([C@@H]([NH:9][CH:10]2[CH2:16][C@@H:15]3[O:17][C@@H:12]([CH2:13][CH2:14]3)[CH:11]2[C:18]([O:20][CH2:21][CH3:22])=[O:19])C)C=CC=CC=1. Product: [NH2:9][CH:10]1[CH2:16][C@@H:15]2[O:17][C@@H:12]([CH2:13][CH2:14]2)[CH:11]1[C:18]([O:20][CH2:21][CH3:22])=[O:19]. The catalyst class is: 320. (8) Reactant: [Cl:1][C:2]1[CH:7]=[C:6]([NH2:8])[CH:5]=[CH:4][N:3]=1.C([O-])(=O)C.[K+].[I:14]Cl. Product: [Cl:1][C:2]1[CH:7]=[C:6]([NH2:8])[C:5]([I:14])=[CH:4][N:3]=1. The catalyst class is: 15. (9) Reactant: O.[NH2:2][NH2:3].[Cl:4][C:5]1[CH:10]=[C:9](Cl)[N:8]=[CH:7][N:6]=1. Product: [Cl:4][C:5]1[CH:10]=[C:9]([NH:2][NH2:3])[N:8]=[CH:7][N:6]=1. The catalyst class is: 8.